Dataset: Reaction yield outcomes from USPTO patents with 853,638 reactions. Task: Predict the reaction yield, written as a fraction of the theoretical maximum amount of product (1.0 means a 100% yield; for example, 0.34 means a 34% yield). (1) The reactants are C(N(CC)CC)C.O1CCCC1.[NH2:13][C:14]1[C:22]([O:23][CH3:24])=[C:21]([F:25])[C:20]([I:26])=[C:19]([CH3:27])[C:15]=1[C:16]([NH2:18])=O.[F:28][C:29]([F:40])([F:39])[C:30](O[C:30](=[O:31])[C:29]([F:40])([F:39])[F:28])=[O:31]. The catalyst is C(OCC)(=O)C. The product is [C:16]([C:15]1[C:19]([CH3:27])=[C:20]([I:26])[C:21]([F:25])=[C:22]([O:23][CH3:24])[C:14]=1[NH:13][C:30](=[O:31])[C:29]([F:40])([F:39])[F:28])#[N:18]. The yield is 0.600. (2) The reactants are [NH2:1][C:2]1[CH:3]=[C:4]2[C:9](=[CH:10][C:11]=1[NH:12][CH2:13][CH3:14])[N:8]=[CH:7][N:6]=[C:5]2[N:15]1[CH2:20][CH2:19][N:18]([C:21](=[S:30])[NH:22][CH2:23][C:24]2[CH:29]=[CH:28][CH:27]=[CH:26][CH:25]=2)[CH2:17][CH2:16]1.C(N(CC)CC)C.[C:38](=S)=[S:39]. The catalyst is C(O)C. The product is [CH2:23]([NH:22][C:21]([N:18]1[CH2:19][CH2:20][N:15]([C:5]2[C:4]3[CH:3]=[C:2]4[NH:1][C:38](=[S:39])[N:12]([CH2:13][CH3:14])[C:11]4=[CH:10][C:9]=3[N:8]=[CH:7][N:6]=2)[CH2:16][CH2:17]1)=[S:30])[C:24]1[CH:29]=[CH:28][CH:27]=[CH:26][CH:25]=1. The yield is 0.410.